This data is from Reaction yield outcomes from USPTO patents with 853,638 reactions. The task is: Predict the reaction yield, written as a fraction of the theoretical maximum amount of product (1.0 means a 100% yield; for example, 0.34 means a 34% yield). (1) The reactants are [CH2:1]([O:3][C:4]1[C:5]([F:26])=[C:6]([C:22]([F:25])=[CH:23][CH:24]=1)[O:7][C:8]1[CH2:12][N:11]([C@@H:13]([CH2:17][CH:18]([CH3:20])[CH3:19])[C:14](O)=[O:15])[C:10](=[O:21])[CH:9]=1)[CH3:2].[CH3:27][C:28]1([CH3:40])[O:32][C@H:31]([CH2:33][N:34]2[CH:38]=[CH:37][C:36]([NH2:39])=[N:35]2)[CH2:30][O:29]1.F[P-](F)(F)(F)(F)F.N1(O[P+](N(C)C)(N(C)C)N(C)C)C2C=CC=CC=2N=N1.C(N(CC)C(C)C)(C)C. The catalyst is CN(C)C=O. The product is [CH3:27][C:28]1([CH3:40])[O:32][C@H:31]([CH2:33][N:34]2[CH:38]=[CH:37][C:36]([NH:39][C:14](=[O:15])[C@@H:13]([N:11]3[CH2:12][C:8]([O:7][C:6]4[C:22]([F:25])=[CH:23][CH:24]=[C:4]([O:3][CH2:1][CH3:2])[C:5]=4[F:26])=[CH:9][C:10]3=[O:21])[CH2:17][CH:18]([CH3:19])[CH3:20])=[N:35]2)[CH2:30][O:29]1. The yield is 0.950. (2) The reactants are Br[CH2:2][C:3]([C:5]1[C:10]([O:11][CH3:12])=[CH:9][CH:8]=[C:7]([Br:13])[C:6]=1[O:14][Si](C(C)(C)C)(C)C)=[O:4].[F-].C([N+](CCCC)(CCCC)CCCC)CCC. The catalyst is O1CCCC1. The product is [Br:13][C:7]1[C:6]2[O:14][CH2:2][C:3](=[O:4])[C:5]=2[C:10]([O:11][CH3:12])=[CH:9][CH:8]=1. The yield is 0.0930. (3) The catalyst is C1(C)C=CC=CC=1.[O-2].[O-2].[Mn+4]. The product is [F:1][C:2]1[CH:3]=[CH:4][C:5]([C:8]2[C:13](/[CH:14]=[CH:15]/[CH:16]=[O:17])=[C:12]([CH:18]([CH3:20])[CH3:19])[N:11]=[C:10]([N:21]([CH3:26])[S:22]([CH3:25])(=[O:24])=[O:23])[N:9]=2)=[CH:6][CH:7]=1. The yield is 0.750. The reactants are [F:1][C:2]1[CH:7]=[CH:6][C:5]([C:8]2[C:13](/[CH:14]=[CH:15]/[CH2:16][OH:17])=[C:12]([CH:18]([CH3:20])[CH3:19])[N:11]=[C:10]([N:21]([CH3:26])[S:22]([CH3:25])(=[O:24])=[O:23])[N:9]=2)=[CH:4][CH:3]=1. (4) The reactants are Br.[NH2:2][C:3]1[C:4]([OH:17])=[C:5]([C:9]2[S:13][C:12]([C:14]([OH:16])=[O:15])=[CH:11][CH:10]=2)[CH:6]=[CH:7][CH:8]=1.[N:18]([O-])=O.[Na+].[CH2:22]1[C:30]2[C:25](=[CH:26][C:27]([N:31]3[C:35](=[O:36])[CH2:34][C:33]([CH3:37])=[N:32]3)=[CH:28][CH:29]=2)[CH2:24][CH2:23]1.C(=O)(O)[O-].[Na+]. The catalyst is Cl. The product is [OH:17][C:4]1[C:3]([NH:2][N:18]=[C:34]2[C:35](=[O:36])[N:31]([C:27]3[CH:26]=[C:25]4[C:30](=[CH:29][CH:28]=3)[CH2:22][CH2:23][CH2:24]4)[N:32]=[C:33]2[CH3:37])=[CH:8][CH:7]=[CH:6][C:5]=1[C:9]1[S:13][C:12]([C:14]([OH:16])=[O:15])=[CH:11][CH:10]=1. The yield is 0.0330. (5) The reactants are Cl[C:2]1[CH:3]=[CH:4][C:5]2[N:6]([C:8]([CH2:11][O:12][C:13]3[C:22]4[C:17](=[CH:18][C:19]([O:23][CH3:24])=[CH:20][CH:21]=4)[N:16]=[CH:15][CH:14]=3)=[N:9][N:10]=2)[N:7]=1.[CH3:25][C:26]([OH:30])([C:28]#[CH:29])[CH3:27].C(N(CC)CC)C.C(#N)C. The catalyst is [Cu]I. The product is [CH3:24][O:23][C:19]1[CH:18]=[C:17]2[C:22]([C:13]([O:12][CH2:11][C:8]3[N:6]4[N:7]=[C:2]([C:29]#[C:28][C:26]([CH3:27])([OH:30])[CH3:25])[CH:3]=[CH:4][C:5]4=[N:10][N:9]=3)=[CH:14][CH:15]=[N:16]2)=[CH:21][CH:20]=1. The yield is 0.513. (6) The reactants are [CH:1]([C@@H:4]1[CH2:8][O:7][C:6](=[O:9])[N:5]1[C:10](=[O:18])[C@:11]([CH2:15][O:16][CH3:17])([CH3:14])[CH:12]=[CH2:13])([CH3:3])[CH3:2].Br[C:20]1[CH:29]=[C:28]2[C:23]([CH:24]=[CH:25][C:26]([C@H:30]([O:32][C:33](=[O:35])[CH3:34])[CH3:31])=[N:27]2)=[CH:22][CH:21]=1.C1(C)C=CC=CC=1P(C1C=CC=CC=1C)C1C=CC=CC=1C.C1(CNCC2CCCCC2)CCCCC1. The catalyst is O1CCOCC1.C(OCC)(=O)C.C([O-])(=O)C.[Pd+2].C([O-])(=O)C. The yield is 0.730. The product is [CH:1]([C@@H:4]1[CH2:8][O:7][C:6](=[O:9])[N:5]1[C:10](=[O:18])[C@:11]([CH2:15][O:16][CH3:17])([CH3:14])/[CH:12]=[CH:13]/[C:20]1[CH:29]=[C:28]2[C:23]([CH:24]=[CH:25][C:26]([C@H:30]([O:32][C:33](=[O:35])[CH3:34])[CH3:31])=[N:27]2)=[CH:22][CH:21]=1)([CH3:3])[CH3:2]. (7) The reactants are [Br:1][C:2]1[CH:3]=[CH:4][C:5](F)=[N:6][CH:7]=1.[CH3:9][NH2:10].O. The catalyst is C1COCC1. The product is [Br:1][C:2]1[CH:3]=[CH:4][C:5]([NH:10][CH3:9])=[N:6][CH:7]=1. The yield is 0.240. (8) The yield is 0.590. The reactants are [CH3:1][O:2][C:3]1[C:8]2[N:9]=[C:10]([NH2:12])[S:11][C:7]=2[C:6]([N:13]2[CH2:18][CH2:17][O:16][CH2:15][CH2:14]2)=[CH:5][CH:4]=1.C(N(C(C)C)C(C)C)C.[Cl:28][C:29]1[CH:30]=[C:31]([CH:35]=[CH:36][N:37]=1)[C:32](Cl)=[O:33]. The catalyst is C1COCC1.ClCCl. The product is [Cl:28][C:29]1[CH:30]=[C:31]([CH:35]=[CH:36][N:37]=1)[C:32]([NH:12][C:10]1[S:11][C:7]2[C:6]([N:13]3[CH2:18][CH2:17][O:16][CH2:15][CH2:14]3)=[CH:5][CH:4]=[C:3]([O:2][CH3:1])[C:8]=2[N:9]=1)=[O:33]. (9) The reactants are [C-:1]#[N:2].[Na+].[F:4][C:5]([F:11])([F:10])[CH2:6][CH2:7][CH:8]=O.[C:12](=[O:15])([O-])[O-].[NH4+:16].[NH4+].[OH2:18]. No catalyst specified. The product is [F:4][C:5]([F:11])([F:10])[CH2:6][CH2:7][CH:8]1[NH:16][C:1](=[O:18])[NH:2][C:12]1=[O:15]. The yield is 0.697. (10) The reactants are Br[C:2]1[CH:7]=[CH:6][C:5]([C@@H:8]([N:10]2[CH2:15][CH2:14][C@@:13]([C:21]3[CH:26]=[CH:25][C:24]([F:27])=[CH:23][CH:22]=3)([CH2:16][C:17]([OH:20])([CH3:19])[CH3:18])[O:12][C:11]2=[O:28])[CH3:9])=[CH:4][CH:3]=1.[CH3:29][C:30]1([CH3:46])[C:34]([CH3:36])([CH3:35])[O:33][B:32]([B:32]2[O:33][C:34]([CH3:36])([CH3:35])[C:30]([CH3:46])([CH3:29])[O:31]2)[O:31]1.CC([O-])=O.[K+]. The catalyst is CS(C)=O.CCOC(C)=O. The product is [F:27][C:24]1[CH:25]=[CH:26][C:21]([C@:13]2([CH2:16][C:17]([OH:20])([CH3:19])[CH3:18])[O:12][C:11](=[O:28])[N:10]([C@H:8]([C:5]3[CH:6]=[CH:7][C:2]([B:32]4[O:33][C:34]([CH3:36])([CH3:35])[C:30]([CH3:46])([CH3:29])[O:31]4)=[CH:3][CH:4]=3)[CH3:9])[CH2:15][CH2:14]2)=[CH:22][CH:23]=1. The yield is 0.990.